Predict which catalyst facilitates the given reaction. From a dataset of Catalyst prediction with 721,799 reactions and 888 catalyst types from USPTO. (1) Reactant: [Br:1][C:2]1[CH:10]=[CH:9][C:5]([C:6](O)=[O:7])=[CH:4][C:3]=1[O:11][CH3:12].[CH3:13][S:14]([NH2:17])(=[O:16])=[O:15].CCN=C=NCCCN(C)C.Cl. Product: [Br:1][C:2]1[CH:10]=[CH:9][C:5]([C:6]([NH:17][S:14]([CH3:13])(=[O:16])=[O:15])=[O:7])=[CH:4][C:3]=1[O:11][CH3:12]. The catalyst class is: 64. (2) Reactant: Br[C:2]1[CH:10]=[CH:9][CH:8]=[CH:7][C:3]=1[C:4]([OH:6])=[O:5]. Product: [CH2:2]([C:3]1([CH3:4])[C:2]2[C:3](=[CH:7][CH:8]=[CH:9][CH:10]=2)[C:4](=[O:5])[O:6]1)[CH3:10]. The catalyst class is: 311. (3) Reactant: C([N:4]1[CH:8]=[CH:7][C:6]([NH:9][C:10]2[S:11][C:12]([C:16](=O)[CH2:17]Br)=[C:13]([CH3:15])[N:14]=2)=[N:5]1)(=O)C.Br.C(N1C=CC(NC2SC(C(=O)CBr)=C(C)N=2)=N1)(=O)C.[C:40]([CH2:42][C:43]([NH2:45])=[S:44])#[N:41].CCOCC. Product: [CH3:15][C:13]1[N:14]=[C:10]([NH:9][C:6]2[CH:7]=[CH:8][NH:4][N:5]=2)[S:11][C:12]=1[C:16]1[N:45]=[C:43]([CH2:42][C:40]#[N:41])[S:44][CH:17]=1. The catalyst class is: 14. (4) Reactant: CS(C)=O.C(Cl)(=O)C(Cl)=O.[OH:11][C@@H:12]1[C@@H:19]2[N:15]([C:16](=[O:31])[N:17]([C:21]3[CH:28]=[CH:27][C:24]([C:25]#[N:26])=[C:23]([Cl:29])[C:22]=3[CH3:30])[C@H:18]2[CH3:20])[CH2:14][CH2:13]1.CCN(C(C)C)C(C)C. Product: [CH3:20][C@H:18]1[N:17]([C:21]2[CH:28]=[CH:27][C:24]([C:25]#[N:26])=[C:23]([Cl:29])[C:22]=2[CH3:30])[C:16](=[O:31])[N:15]2[CH2:14][CH2:13][C:12](=[O:11])[C@H:19]12. The catalyst class is: 2. (5) Product: [Cl:1][C:2]1[CH:11]=[CH:10][CH:9]=[C:8]2[C:3]=1[CH2:4][N:5]([CH:13]1[CH2:18][CH2:17][NH:16][CH2:15][CH2:14]1)[C:6](=[O:12])[NH:7]2. Reactant: [Cl:1][C:2]1[CH:11]=[CH:10][CH:9]=[C:8]2[C:3]=1[CH2:4][N:5]([CH:13]1[CH2:18][CH2:17][N:16](CC3C=CC=CC=3)[CH2:15][CH2:14]1)[C:6](=[O:12])[NH:7]2.C(Cl)(=O)OC(Cl)C. The catalyst class is: 4. (6) Reactant: C(=O)([O-])[O-:2].[K+].[K+].[Cl:7][C:8]1[CH:30]=[CH:29][C:11]([O:12][C:13]2[CH:20]=[CH:19][C:16]([C:17]#[N:18])=[CH:15][C:14]=2[C:21]2[C:22]([O:27][CH3:28])=[N:23][CH:24]=[CH:25][CH:26]=2)=[C:10]([O:31][CH3:32])[CH:9]=1.OO. Product: [Cl:7][C:8]1[CH:30]=[CH:29][C:11]([O:12][C:13]2[CH:20]=[CH:19][C:16]([C:17]([NH2:18])=[O:2])=[CH:15][C:14]=2[C:21]2[C:22]([O:27][CH3:28])=[N:23][CH:24]=[CH:25][CH:26]=2)=[C:10]([O:31][CH3:32])[CH:9]=1. The catalyst class is: 16.